From a dataset of Full USPTO retrosynthesis dataset with 1.9M reactions from patents (1976-2016). Predict the reactants needed to synthesize the given product. Given the product [C:16]([O:19][C:20](=[O:21])[NH:14][CH:11]1[CH2:12][CH2:13][N:8]([CH2:1][C:2]2[CH:3]=[CH:4][CH:5]=[CH:6][CH:7]=2)[CH2:9][CH2:10]1)([CH3:18])([CH3:17])[CH3:15], predict the reactants needed to synthesize it. The reactants are: [CH2:1]([N:8]1[CH2:13][CH2:12][CH:11]([NH2:14])[CH2:10][CH2:9]1)[C:2]1[CH:7]=[CH:6][CH:5]=[CH:4][CH:3]=1.[CH3:15][C:16]([O:19][C:20](O[C:20]([O:19][C:16]([CH3:18])([CH3:17])[CH3:15])=[O:21])=[O:21])([CH3:18])[CH3:17].